Predict the product of the given reaction. From a dataset of Forward reaction prediction with 1.9M reactions from USPTO patents (1976-2016). (1) Given the reactants [C:1]([C:5]1[N:10]=[C:9]([CH2:11][CH2:12][OH:13])[CH:8]=[C:7]([N:14]2[CH2:19][CH2:18][NH:17][CH2:16][CH2:15]2)[N:6]=1)([CH3:4])([CH3:3])[CH3:2].C(N(CC)C(C)C)(C)C.Cl[C:30]([O:32][CH2:33][C:34]1[CH:39]=[CH:38][CH:37]=[CH:36][CH:35]=1)=[O:31], predict the reaction product. The product is: [CH2:33]([O:32][C:30]([N:17]1[CH2:16][CH2:15][N:14]([C:7]2[CH:8]=[C:9]([CH2:11][CH2:12][OH:13])[N:10]=[C:5]([C:1]([CH3:4])([CH3:2])[CH3:3])[N:6]=2)[CH2:19][CH2:18]1)=[O:31])[C:34]1[CH:39]=[CH:38][CH:37]=[CH:36][CH:35]=1. (2) Given the reactants [O:1]=[C:2]1[CH:20]=[C:19]([CH:21]2[CH2:26][CH2:25][N:24](C(OC(C)(C)C)=O)[CH2:23][CH2:22]2)[N:5]2[N:6]=[C:7]3[C:12]([C:11]([C:13]4[CH:18]=[CH:17][N:16]=[CH:15][CH:14]=4)=[CH:10][CH:9]=[CH:8]3)=[C:4]2[NH:3]1.[ClH:34], predict the reaction product. The product is: [ClH:34].[NH:24]1[CH2:25][CH2:26][CH:21]([C:19]2[N:5]3[N:6]=[C:7]4[C:12]([C:11]([C:13]5[CH:14]=[CH:15][N:16]=[CH:17][CH:18]=5)=[CH:10][CH:9]=[CH:8]4)=[C:4]3[NH:3][C:2](=[O:1])[CH:20]=2)[CH2:22][CH2:23]1. (3) The product is: [S:1]1[CH:5]=[CH:4][C:3]2[CH:6]=[C:7]([CH2:10][S:11]([CH2:14][CH:15]([N:24]([OH:27])[CH:25]=[O:26])[C:16]3[CH:21]=[CH:20][C:19]([Cl:22])=[C:18]([Cl:23])[CH:17]=3)(=[O:13])=[O:12])[CH:8]=[CH:9][C:2]1=2. Given the reactants [S:1]1[CH:5]=[CH:4][C:3]2[CH:6]=[C:7]([CH2:10][S:11]([CH2:14][CH:15]([N:24]([OH:27])[CH:25]=[O:26])[C:16]3[CH:21]=[CH:20][C:19]([Cl:22])=[C:18]([Cl:23])[CH:17]=3)(=[O:13])=[O:12])[CH:8]=[CH:9][C:2]1=2.[S:1]1[CH:5]=[CH:4][C:3]2[CH:6]=[C:7]([CH2:10][S:11]([CH2:14][CH:15]([N:24]([O:27]CC3C=CC=CC=3)[CH:25]=[O:26])[C:16]3[CH:21]=[CH:20][C:19]([Cl:22])=[C:18]([Cl:23])[CH:17]=3)(=[O:13])=[O:12])[CH:8]=[CH:9][C:2]1=2.B(Cl)(Cl)Cl.C1(OC)C=CC=CC=1, predict the reaction product.